From a dataset of Reaction yield outcomes from USPTO patents with 853,638 reactions. Predict the reaction yield, written as a fraction of the theoretical maximum amount of product (1.0 means a 100% yield; for example, 0.34 means a 34% yield). The reactants are [F:1][C:2]1[CH:7]=[CH:6][CH:5]=[C:4]([F:8])[C:3]=1[N:9]1[C:14]2[N:15]=[C:16](S(C)(=O)=O)[N:17]=[C:18]([C:19]3[CH:24]=[CH:23][C:22]([F:25])=[CH:21][C:20]=3[CH3:26])[C:13]=2[CH:12]=[CH:11][C:10]1=[O:31].[NH2:32][C:33]1[N:37]=[CH:36][NH:35][N:34]=1. No catalyst specified. The product is [F:1][C:2]1[CH:7]=[CH:6][CH:5]=[C:4]([F:8])[C:3]=1[N:9]1[C:14]2[N:15]=[C:16]([NH:32][C:33]3[N:37]=[CH:36][NH:35][N:34]=3)[N:17]=[C:18]([C:19]3[CH:24]=[CH:23][C:22]([F:25])=[CH:21][C:20]=3[CH3:26])[C:13]=2[CH:12]=[CH:11][C:10]1=[O:31]. The yield is 0.150.